This data is from Catalyst prediction with 721,799 reactions and 888 catalyst types from USPTO. The task is: Predict which catalyst facilitates the given reaction. (1) Reactant: N(C(OCC)=O)=NC(OCC)=O.[Si:13]([O:30][C@H:31]1[CH2:36][C@H:35]2[CH2:37][C@@H:32]1[CH2:33][C@H:34]2O)([C:26]([CH3:29])([CH3:28])[CH3:27])([C:20]1[CH:25]=[CH:24][CH:23]=[CH:22][CH:21]=1)[C:14]1[CH:19]=[CH:18][CH:17]=[CH:16][CH:15]=1.[C:39]1(=[O:49])[NH:43][C:42](=[O:44])[C:41]2=[CH:45][CH:46]=[CH:47][CH:48]=[C:40]12.C1(P(C2C=CC=CC=2)C2C=CC=CC=2)C=CC=CC=1. Product: [Si:13]([O:30][C@H:31]1[CH2:36][C@H:35]2[CH2:37][C@@H:32]1[CH2:33][C@@H:34]2[N:43]1[C:39](=[O:49])[C:40]2[C:41](=[CH:45][CH:46]=[CH:47][CH:48]=2)[C:42]1=[O:44])([C:26]([CH3:29])([CH3:27])[CH3:28])([C:20]1[CH:25]=[CH:24][CH:23]=[CH:22][CH:21]=1)[C:14]1[CH:15]=[CH:16][CH:17]=[CH:18][CH:19]=1. The catalyst class is: 1. (2) Reactant: C(OC([N:8]1[CH2:12][CH2:11][CH:10]([C:13]2[CH:18]=[CH:17][C:16]([NH:19][C:20]([NH:22][C:23]3[CH:24]=[N:25][C:26]([Cl:29])=[CH:27][CH:28]=3)=[O:21])=[C:15]([Cl:30])[CH:14]=2)[CH2:9]1)=O)(C)(C)C.FC(F)(F)C(O)=O.[OH-].[Na+]. The catalyst class is: 4. Product: [Cl:29][C:26]1[N:25]=[CH:24][C:23]([NH:22][C:20]([NH:19][C:16]2[CH:17]=[CH:18][C:13]([CH:10]3[CH2:11][CH2:12][NH:8][CH2:9]3)=[CH:14][C:15]=2[Cl:30])=[O:21])=[CH:28][CH:27]=1.